This data is from Full USPTO retrosynthesis dataset with 1.9M reactions from patents (1976-2016). The task is: Predict the reactants needed to synthesize the given product. (1) Given the product [C:1]1([CH:7]2[CH2:11][CH2:10][N:9]([C:12](=[O:18])[CH2:13][CH2:14][CH2:15][CH2:16][CH3:17])[CH2:8]2)[CH:6]=[CH:5][CH:4]=[CH:3][CH:2]=1, predict the reactants needed to synthesize it. The reactants are: [C:1]1([CH:7]2[CH2:11][CH2:10][NH:9][CH2:8]2)[CH:6]=[CH:5][CH:4]=[CH:3][CH:2]=1.[C:12](Cl)(=[O:18])[CH2:13][CH2:14][CH2:15][CH2:16][CH3:17].C(N(CC)CC)C. (2) Given the product [CH3:1][C:2]1[N:3]=[C:4]([N:12]2[CH2:16][CH2:15][N:14]([CH2:17][CH2:18][CH3:19])[C:13]2=[O:23])[S:5][C:6]=1[C:7]([OH:9])=[O:8], predict the reactants needed to synthesize it. The reactants are: [CH3:1][C:2]1[N:3]=[C:4]([N:12]2[CH2:16][CH2:15][N:14]([C:17]3C=CC=[CH:19][CH:18]=3)[C:13]2=[O:23])[S:5][C:6]=1[C:7]([O:9]CC)=[O:8].CC1N=C(N2CCN(CCC)C2=O)SC=1C(OCC)=O. (3) Given the product [CH2:49]([O:51][C:52](=[O:98])[CH2:53][CH2:54][CH2:55][O:56][C:57]1[CH:62]=[CH:61][CH:60]=[C:59]([CH2:63][CH2:64][CH2:65][CH2:66][CH2:67][CH2:68][O:69][C:70]2[CH:71]=[C:72]([C:9]3[CH:14]=[CH:13][CH:12]=[CH:11][CH:10]=3)[CH:73]=[C:74]([C:76](=[O:89])[NH:77][CH2:78][C:79]3[CH:84]=[CH:83][CH:82]=[CH:81][C:80]=3[O:85][CH:86]([F:88])[F:87])[CH:75]=2)[C:58]=1[CH2:91][CH2:92][C:93]([O:95][CH2:96][CH3:97])=[O:94])[CH3:50], predict the reactants needed to synthesize it. The reactants are: C(OC(=O)CCCO[C:9]1[CH:14]=[CH:13][CH:12]=[C:11](CCCCCCO[C:9]2[CH:14]=[C:13]([C:9]3[CH:14]=[CH:13][C:12](F)=[C:11](F)[CH:10]=3)[CH:12]=[C:11](C(=O)N(C)C)[CH:10]=2)[C:10]=1CCC(OCC)=O)C.[CH2:49]([O:51][C:52](=[O:98])[CH2:53][CH2:54][CH2:55][O:56][C:57]1[CH:62]=[CH:61][CH:60]=[C:59]([CH2:63][CH2:64][CH2:65][CH2:66][CH2:67][CH2:68][O:69][C:70]2[CH:75]=[C:74]([C:76](=[O:89])[NH:77][CH2:78][C:79]3[CH:84]=[CH:83][CH:82]=[CH:81][C:80]=3[O:85][CH:86]([F:88])[F:87])[CH:73]=[C:72](Br)[CH:71]=2)[C:58]=1[CH2:91][CH2:92][C:93]([O:95][CH2:96][CH3:97])=[O:94])[CH3:50].C1(B(O)O)C=CC=CC=1.C(=O)([O-])[O-].[Cs+].[Cs+].